Dataset: Reaction yield outcomes from USPTO patents with 853,638 reactions. Task: Predict the reaction yield, written as a fraction of the theoretical maximum amount of product (1.0 means a 100% yield; for example, 0.34 means a 34% yield). The reactants are [Cl:1][C:2]1[N:6]2[CH:7]=[C:8]([C:15]3[CH:16]=[N:17][CH:18]=[CH:19][CH:20]=3)[CH:9]=[C:10]([C:11]([F:14])([F:13])[F:12])[C:5]2=[N:4][C:3]=1[C:21](OC)=[O:22].[OH-].[Na+].Cl.Cl.[NH:29]1[CH2:34][CH2:33][CH:32]([N:35]2[CH2:39][CH2:38][O:37][C:36]2=[O:40])[CH2:31][CH2:30]1.C(N(C(C)C)C(C)C)C.F[P-](F)(F)(F)(F)F.CN(C(ON1C2=NC=CC=C2N=N1)=[N+](C)C)C. The catalyst is O1CCCC1.CN(C)C=O.O. The product is [Cl:1][C:2]1[N:6]2[CH:7]=[C:8]([C:15]3[CH:16]=[N:17][CH:18]=[CH:19][CH:20]=3)[CH:9]=[C:10]([C:11]([F:12])([F:13])[F:14])[C:5]2=[N:4][C:3]=1[C:21]([N:29]1[CH2:30][CH2:31][CH:32]([N:35]2[CH2:39][CH2:38][O:37][C:36]2=[O:40])[CH2:33][CH2:34]1)=[O:22]. The yield is 0.560.